Dataset: Full USPTO retrosynthesis dataset with 1.9M reactions from patents (1976-2016). Task: Predict the reactants needed to synthesize the given product. (1) Given the product [CH2:18]([O:19][C:2]1[CH:10]=[CH:9][C:5]([C:6]([OH:8])=[O:7])=[CH:4][C:3]=1[C:11]([F:14])([F:13])[F:12])[C:20]1[CH:25]=[CH:24][CH:23]=[CH:22][CH:21]=1, predict the reactants needed to synthesize it. The reactants are: F[C:2]1[CH:10]=[CH:9][C:5]([C:6]([OH:8])=[O:7])=[CH:4][C:3]=1[C:11]([F:14])([F:13])[F:12].Cl.NC[C:18]([C:20]1[CH:25]=[CH:24][C:23](OCCCCCCCC)=[C:22](C(F)(F)F)[CH:21]=1)=[O:19]. (2) Given the product [Br:1][C:2]1[CH:10]=[C:9]2[C:5]([C:6]([C:11]3[N:15]([C:32]([O:31][C:28]([CH3:30])([CH3:29])[CH3:27])=[O:33])[C:14]4[CH:16]=[CH:17][CH:18]=[C:19]([N:20]5[CH2:25][CH2:24][N:23]([CH3:26])[CH2:22][CH2:21]5)[C:13]=4[N:12]=3)=[N:7][N:8]2[C:32]([O:31][C:28]([CH3:30])([CH3:29])[CH3:27])=[O:33])=[CH:4][CH:3]=1, predict the reactants needed to synthesize it. The reactants are: [Br:1][C:2]1[CH:10]=[C:9]2[C:5]([C:6]([C:11]3[NH:15][C:14]4[CH:16]=[CH:17][CH:18]=[C:19]([N:20]5[CH2:25][CH2:24][N:23]([CH3:26])[CH2:22][CH2:21]5)[C:13]=4[N:12]=3)=[N:7][NH:8]2)=[CH:4][CH:3]=1.[CH3:27][C:28]([O:31][C:32](O[C:32]([O:31][C:28]([CH3:30])([CH3:29])[CH3:27])=[O:33])=[O:33])([CH3:30])[CH3:29]. (3) Given the product [C:1]([C:4]1[C:32](=[O:33])[C@@:8]2([CH3:34])[C:9]3[C:15]([OH:16])=[CH:14][C:13]([O:17][CH3:18])=[C:12]([C:19]([NH:21][CH2:22][C:23]4[C:28]([CH3:29])=[CH:27][C:26]([O:30][CH2:42][CH2:43][CH3:44])=[CH:25][C:24]=4[CH3:31])=[O:20])[C:10]=3[O:11][C:7]2=[CH:6][C:5]=1[OH:35])(=[O:3])[CH3:2], predict the reactants needed to synthesize it. The reactants are: [C:1]([C:4]1[C:32](=[O:33])[C@@:8]2([CH3:34])[C:9]3[C:15]([OH:16])=[CH:14][C:13]([O:17][CH3:18])=[C:12]([C:19]([NH:21][CH2:22][C:23]4[C:28]([CH3:29])=[CH:27][C:26]([OH:30])=[CH:25][C:24]=4[CH3:31])=[O:20])[C:10]=3[O:11][C:7]2=[CH:6][C:5]=1[OH:35])(=[O:3])[CH3:2].C(=O)([O-])[O-].[K+].[K+].[CH2:42](I)[CH2:43][CH3:44].Cl. (4) The reactants are: [Cl:1][C:2]1[CH:3]=[C:4]2[C:9](=[CH:10][CH:11]=1)[N:8]([C:12]([C@H:14]([NH:26][C:27]([N:29]1[CH2:35][CH2:34][CH2:33][NH:32][CH2:31][CH2:30]1)=[O:28])[C@H:15]([C:17]1[C:25]3[C:20](=[CH:21][CH:22]=[CH:23][CH:24]=3)[NH:19][CH:18]=1)[CH3:16])=[O:13])[CH2:7][C@@H:6]([CH2:36][N:37]([CH3:39])[CH3:38])[CH2:5]2.C(N(CC)CC)C.[C:47]1([S:53](Cl)(=[O:55])=[O:54])[CH:52]=[CH:51][CH:50]=[CH:49][CH:48]=1.C(=O)([O-])O.[Na+]. Given the product [Cl:1][C:2]1[CH:3]=[C:4]2[C:9](=[CH:10][CH:11]=1)[N:8]([C:12]([C@H:14]([NH:26][C:27]([N:29]1[CH2:35][CH2:34][CH2:33][N:32]([S:53]([C:47]3[CH:52]=[CH:51][CH:50]=[CH:49][CH:48]=3)(=[O:55])=[O:54])[CH2:31][CH2:30]1)=[O:28])[C@H:15]([C:17]1[C:25]3[C:20](=[CH:21][CH:22]=[CH:23][CH:24]=3)[NH:19][CH:18]=1)[CH3:16])=[O:13])[CH2:7][C@@H:6]([CH2:36][N:37]([CH3:39])[CH3:38])[CH2:5]2, predict the reactants needed to synthesize it. (5) Given the product [N:13]1[CH:14]=[CH:15][CH:16]=[N:17][C:12]=1[N:9]1[CH:6]2[CH2:7][CH2:8][CH:2]1[CH2:3][C:4](=[O:10])[CH2:5]2, predict the reactants needed to synthesize it. The reactants are: Cl.[CH:2]12[NH:9][CH:6]([CH2:7][CH2:8]1)[CH2:5][C:4](=[O:10])[CH2:3]2.Cl[C:12]1[N:17]=[CH:16][CH:15]=[CH:14][N:13]=1.C([O-])(O)=O.[Na+]. (6) Given the product [CH3:1][N:2]1[C:6]([CH3:7])=[C:5]([S:8](=[O:16])(=[O:17])[NH:9][C@H:10]([CH3:15])[C:11]([F:13])([F:14])[F:12])[CH:4]=[C:3]1[C:18]([OH:20])=[O:19], predict the reactants needed to synthesize it. The reactants are: [CH3:1][N:2]1[C:6]([CH3:7])=[C:5]([S:8](=[O:17])(=[O:16])[NH:9][C@H:10]([CH3:15])[C:11]([F:14])([F:13])[F:12])[CH:4]=[C:3]1[C:18]([O:20]CC)=[O:19].[OH-].[Na+].O.Cl.